Predict the reactants needed to synthesize the given product. From a dataset of Full USPTO retrosynthesis dataset with 1.9M reactions from patents (1976-2016). (1) Given the product [NH:18]1[C:19]2[C:15](=[CH:14][C:13]([O:12][C:6]3[C:5]4[C:10](=[CH:11][C:2]([O:1][CH2:37][C@@H:38]5[NH:42][C:41](=[O:43])[CH2:40][CH2:39]5)=[C:3]([O:22][CH3:23])[CH:4]=4)[N:9]=[CH:8][N:7]=3)=[CH:21][CH:20]=2)[CH:16]=[CH:17]1, predict the reactants needed to synthesize it. The reactants are: [OH:1][C:2]1[CH:11]=[C:10]2[C:5]([C:6]([O:12][C:13]3[CH:14]=[C:15]4[C:19](=[CH:20][CH:21]=3)[NH:18][CH:17]=[CH:16]4)=[N:7][CH:8]=[N:9]2)=[CH:4][C:3]=1[O:22][CH3:23].C(=O)([O-])[O-].C1(C)C=CC(S([CH2:37][C@@H:38]2[NH:42][C:41](=[O:43])[CH2:40][CH2:39]2)(=O)=O)=CC=1. (2) Given the product [F:13][C:5]1[C:4]([CH2:3][NH2:2])=[CH:9][CH:8]=[CH:7][C:6]=1[C:15]1[CH:20]=[CH:19][C:18]([C:21]([F:24])([F:23])[F:22])=[CH:17][CH:16]=1, predict the reactants needed to synthesize it. The reactants are: Cl.[NH2:2][CH2:3][C:4]1[C:5]([F:13])=[C:6](B(O)O)[CH:7]=[CH:8][CH:9]=1.Br[C:15]1[CH:20]=[CH:19][C:18]([C:21]([F:24])([F:23])[F:22])=[CH:17][CH:16]=1.P([O-])([O-])([O-])=O.[K+].[K+].[K+].C(COC)OC.O.